Task: Predict which catalyst facilitates the given reaction.. Dataset: Catalyst prediction with 721,799 reactions and 888 catalyst types from USPTO (1) The catalyst class is: 17. Reactant: Cl[S:2]([C:5]1[CH:14]=[CH:13][C:8]([C:9]([O:11][CH3:12])=[O:10])=[CH:7][CH:6]=1)(=[O:4])=[O:3].Cl.[NH2:16][C:17]1[S:18][C:19]([Cl:22])=[CH:20][N:21]=1.Cl. Product: [Cl:22][C:19]1[S:18][C:17]([NH:16][S:2]([C:5]2[CH:14]=[CH:13][C:8]([C:9]([O:11][CH3:12])=[O:10])=[CH:7][CH:6]=2)(=[O:4])=[O:3])=[N:21][CH:20]=1. (2) Product: [NH2:1][N:2]1[C:6]([C:7]#[N:8])=[C:5]([C:27]2[CH:26]=[CH:25][CH:24]=[C:23]([O:22][CH2:15][C:16]3[CH:21]=[CH:20][CH:19]=[CH:18][CH:17]=3)[CH:28]=2)[CH:4]=[C:3]1[C:10]([O:12][CH2:13][CH3:14])=[O:11]. The catalyst class is: 57. Reactant: [NH2:1][N:2]1[C:6]([C:7]#[N:8])=[C:5](Br)[CH:4]=[C:3]1[C:10]([O:12][CH2:13][CH3:14])=[O:11].[CH2:15]([O:22][C:23]1[CH:28]=[CH:27][C:26](B(O)O)=[CH:25][CH:24]=1)[C:16]1[CH:21]=[CH:20][CH:19]=[CH:18][CH:17]=1.ClCCl.C([O-])([O-])=O.[Na+].[Na+]. (3) Reactant: F[C:2]1[CH:12]=[CH:11][C:5]([C:6]([O:8][CH2:9][CH3:10])=[O:7])=[CH:4][CH:3]=1.[CH:13]([N:16]1[CH2:22][CH2:21][CH2:20][NH:19][CH2:18][CH2:17]1)([CH3:15])[CH3:14]. Product: [CH:13]([N:16]1[CH2:22][CH2:21][CH2:20][N:19]([C:2]2[CH:12]=[CH:11][C:5]([C:6]([O:8][CH2:9][CH3:10])=[O:7])=[CH:4][CH:3]=2)[CH2:18][CH2:17]1)([CH3:15])[CH3:14]. The catalyst class is: 58. (4) Reactant: [C:1]([O:6][CH2:7][CH2:8][OH:9])(=[O:5])[C:2]([CH3:4])=[CH2:3].[C:10]([OH:14])(=[O:13])[CH:11]=[CH2:12].N(C(C1NCCN=1)(C)C)=NC(C1NCCN=1)(C)C.C(O)C. Product: [C:1]([O:6][CH2:7][CH2:8][OH:9])(=[O:5])[C:2]([CH3:4])=[CH2:3].[C:10]([OH:14])(=[O:13])[CH:11]=[CH2:12]. The catalyst class is: 58. (5) Reactant: [CH3:1][O:2][CH2:3][CH2:4][O:5][C:6]1[CH:11]=[CH:10][C:9]([C:12]2[C:13]3[CH:20]=[C:19]([CH2:21][O:22][C:23]4[N:28]=[CH:27][C:26]([CH:29]([C:34]#[C:35][CH3:36])[CH2:30][C:31]([OH:33])=[O:32])=[CH:25][CH:24]=4)[CH:18]=[CH:17][C:14]=3[S:15][CH:16]=2)=[C:8]([CH3:37])[CH:7]=1.CCCCCC. Product: [CH3:1][O:2][CH2:3][CH2:4][O:5][C:6]1[CH:11]=[CH:10][C:9]([C:12]2[C:13]3[CH:20]=[C:19]([CH2:21][O:22][C:23]4[N:28]=[CH:27][C:26]([C@H:29]([C:34]#[C:35][CH3:36])[CH2:30][C:31]([OH:33])=[O:32])=[CH:25][CH:24]=4)[CH:18]=[CH:17][C:14]=3[S:15][CH:16]=2)=[C:8]([CH3:37])[CH:7]=1.[CH3:1][O:2][CH2:3][CH2:4][O:5][C:6]1[CH:11]=[CH:10][C:9]([C:12]2[C:13]3[CH:20]=[C:19]([CH2:21][O:22][C:23]4[N:28]=[CH:27][C:26]([C@@H:29]([C:34]#[C:35][CH3:36])[CH2:30][C:31]([OH:33])=[O:32])=[CH:25][CH:24]=4)[CH:18]=[CH:17][C:14]=3[S:15][CH:16]=2)=[C:8]([CH3:37])[CH:7]=1. The catalyst class is: 14. (6) Reactant: [NH2:1][C:2]1[C:7]([NH:8][CH2:9][C:10](OCC)=[O:11])=[CH:6][CH:5]=[C:4]([Cl:15])[N:3]=1.[H-].[Na+].Cl. Product: [Cl:15][C:4]1[CH:5]=[CH:6][C:7]2[NH:8][CH2:9][C:10](=[O:11])[NH:1][C:2]=2[N:3]=1. The catalyst class is: 12. (7) Reactant: [C:1]([O:5][C:6]([N:8]([CH2:24][CH2:25][C:26]1[CH:31]=[CH:30][CH:29]=[CH:28][C:27]=1[O:32]CC1C=CC(C2OC3C=CC(C)=CC=3N=2)=CC=1)[CH:9]1[CH2:18][CH2:17][CH2:16][C:15]2[N:14]=[C:13]([C:19]([O:21][CH2:22][CH3:23])=[O:20])[CH:12]=[CH:11][C:10]1=2)=[O:7])([CH3:4])([CH3:3])[CH3:2].C([O-])=O.[NH4+]. Product: [C:1]([O:5][C:6]([N:8]([CH2:24][CH2:25][C:26]1[CH:31]=[CH:30][CH:29]=[CH:28][C:27]=1[OH:32])[CH:9]1[CH2:18][CH2:17][CH2:16][C:15]2[N:14]=[C:13]([C:19]([O:21][CH2:22][CH3:23])=[O:20])[CH:12]=[CH:11][C:10]1=2)=[O:7])([CH3:2])([CH3:3])[CH3:4]. The catalyst class is: 29. (8) Reactant: Cl[C:2]1[C:7]([C:8]#[N:9])=[C:6]([C:10]2[CH:15]=[CH:14][C:13]([O:16][CH2:17][CH2:18][OH:19])=[CH:12][CH:11]=2)[C:5]([C:20]#[N:21])=[C:4]([S:22][CH2:23][C:24]2[N:25]=[C:26]([C:29]3[CH:34]=[CH:33][C:32]([Cl:35])=[CH:31][CH:30]=3)[S:27][CH:28]=2)[N:3]=1.Cl.[F:37][CH2:38][CH2:39][NH2:40].C(N(CC)C(C)C)(C)C. Product: [Cl:35][C:32]1[CH:33]=[CH:34][C:29]([C:26]2[S:27][CH:28]=[C:24]([CH2:23][S:22][C:4]3[C:5]([C:20]#[N:21])=[C:6]([C:10]4[CH:11]=[CH:12][C:13]([O:16][CH2:17][CH2:18][OH:19])=[CH:14][CH:15]=4)[C:7]([C:8]#[N:9])=[C:2]([NH:40][CH2:39][CH2:38][F:37])[N:3]=3)[N:25]=2)=[CH:30][CH:31]=1. The catalyst class is: 7.